Dataset: Forward reaction prediction with 1.9M reactions from USPTO patents (1976-2016). Task: Predict the product of the given reaction. (1) Given the reactants [Br:1][C:2]1[CH:7]=[CH:6][C:5]([C:8]2[C:17]3[C:12](=[CH:13][C:14]([O:18][CH3:19])=[CH:15][CH:16]=3)[C:11](=O)[NH:10][N:9]=2)=[CH:4][CH:3]=1.P(Cl)(Cl)([Cl:23])=O, predict the reaction product. The product is: [Br:1][C:2]1[CH:7]=[CH:6][C:5]([C:8]2[C:17]3[C:12](=[CH:13][C:14]([O:18][CH3:19])=[CH:15][CH:16]=3)[C:11]([Cl:23])=[N:10][N:9]=2)=[CH:4][CH:3]=1. (2) Given the reactants [NH2:1][CH:2]1[C:10]2[C:5](=[CH:6][C:7]([CH2:11][N:12]3[CH:16]=[C:15]([CH2:17][OH:18])[C:14]([C:19]([F:22])([F:21])[F:20])=[N:13]3)=[CH:8][CH:9]=2)[CH2:4][CH2:3]1.C(N(CC)CC)C.[CH3:30][S:31](Cl)(=[O:33])=[O:32], predict the reaction product. The product is: [OH:18][CH2:17][C:15]1[C:14]([C:19]([F:22])([F:21])[F:20])=[N:13][N:12]([CH2:11][C:7]2[CH:6]=[C:5]3[C:10](=[CH:9][CH:8]=2)[CH:2]([NH:1][S:31]([CH3:30])(=[O:33])=[O:32])[CH2:3][CH2:4]3)[CH:16]=1. (3) Given the reactants Cl[CH2:2][C:3]1[CH:8]=[CH:7][N:6]=[C:5]2[N:9]([S:26]([C:29]3[CH:34]=[CH:33][C:32]([CH3:35])=[CH:31][CH:30]=3)(=[O:28])=[O:27])[C:10]([C:12]3[C:20]4[C:15](=[CH:16][C:17]([O:23][CH3:24])=[C:18]([O:21][CH3:22])[CH:19]=4)[N:14]([CH3:25])[CH:13]=3)=[CH:11][C:4]=12.[CH3:36][N:37]1[CH2:42][CH2:41][NH:40][CH2:39][CH2:38]1, predict the reaction product. The product is: [CH3:22][O:21][C:18]1[CH:19]=[C:20]2[C:15](=[CH:16][C:17]=1[O:23][CH3:24])[N:14]([CH3:25])[CH:13]=[C:12]2[C:10]1[N:9]([S:26]([C:29]2[CH:30]=[CH:31][C:32]([CH3:35])=[CH:33][CH:34]=2)(=[O:28])=[O:27])[C:5]2=[N:6][CH:7]=[CH:8][C:3]([CH2:2][N:40]3[CH2:41][CH2:42][N:37]([CH3:36])[CH2:38][CH2:39]3)=[C:4]2[CH:11]=1. (4) The product is: [OH:12][C@H:9]([CH2:10][OH:11])[CH2:8][NH:7][C:25]([C:23]1[S:24][C:20]([Cl:19])=[CH:21][CH:22]=1)=[O:26]. Given the reactants C(=O)([O-])O.[Na+].Cl.[NH2:7][CH2:8][C@H:9]([OH:12])[CH2:10][OH:11].CC1CCCO1.[Cl:19][C:20]1[S:24][C:23]([C:25](Cl)=[O:26])=[CH:22][CH:21]=1, predict the reaction product. (5) Given the reactants [NH2:1][C:2]1[C:11]2[C:6](=[C:7]([C:12]([NH:14][C:15]3[C:20]([Cl:21])=[CH:19][CH:18]=[C:17]([NH:22][S:23]([CH2:26][CH2:27][CH3:28])(=[O:25])=[O:24])[C:16]=3[C:29]#[C:30][Si](C(C)C)(C(C)C)C(C)C)=[O:13])[CH:8]=[CH:9][CH:10]=2)[N:5]=[CH:4][N:3]=1.CCCC[N+](CCCC)(CCCC)CCCC.[F-], predict the reaction product. The product is: [Cl:21][C:20]1[C:15]([NH:14][C:12]([C:7]2[CH:8]=[CH:9][CH:10]=[C:11]3[C:6]=2[N:5]=[CH:4][N:3]=[C:2]3[NH2:1])=[O:13])=[C:16]([C:29]#[CH:30])[C:17]([NH:22][S:23]([CH2:26][CH2:27][CH3:28])(=[O:25])=[O:24])=[CH:18][CH:19]=1. (6) Given the reactants [CH:1]1([NH:5][C:6]([C:8]2[N:9]([CH3:24])[C:10]([CH3:23])=[CH:11][C:12](=[O:22])[C:13]=2[O:14]CC2C=CC=CC=2)=[O:7])[CH2:4][CH2:3][CH2:2]1, predict the reaction product. The product is: [CH:1]1([NH:5][C:6]([C:8]2[N:9]([CH3:24])[C:10]([CH3:23])=[CH:11][C:12](=[O:22])[C:13]=2[OH:14])=[O:7])[CH2:2][CH2:3][CH2:4]1.